Task: Predict the product of the given reaction.. Dataset: Forward reaction prediction with 1.9M reactions from USPTO patents (1976-2016) (1) Given the reactants C1([NH:4][C:5](=[O:26])[CH:6](C)[N:7]2[C:16](=[O:17])[C:15]3[C:10](=[CH:11][CH:12]=[C:13]([OH:18])[CH:14]=3)[N:9]=[C:8]2[C:19]2[CH:24]=[CH:23][CH:22]=[CH:21][CH:20]=2)CC1.[F:27][C:28]([F:41])([F:40])[S:29](O[S:29]([C:28]([F:41])([F:40])[F:27])(=[O:31])=[O:30])(=[O:31])=[O:30].N1[CH:47]=[CH:46][CH:45]=[CH:44]C=1, predict the reaction product. The product is: [CH:46]1([CH2:47][NH:4][C:5]([CH2:6][N:7]2[C:16](=[O:17])[C:15]3[C:10](=[CH:11][CH:12]=[C:13]([O:18][S:29]([C:28]([F:41])([F:40])[F:27])(=[O:31])=[O:30])[CH:14]=3)[N:9]=[C:8]2[C:19]2[CH:20]=[CH:21][CH:22]=[CH:23][CH:24]=2)=[O:26])[CH2:44][CH2:45]1. (2) Given the reactants Cl.Cl.[CH2:3]([N:10]([CH2:30][CH2:31][N:32]([CH3:34])[CH3:33])[C:11]([CH2:13][N:14]([C:21]1[CH:29]=[CH:28][CH:27]=[C:26]2[C:22]=1[CH2:23][NH:24][CH2:25]2)[C:15](=[O:20])[C:16]([F:19])([F:18])[F:17])=[O:12])[C:4]1[CH:9]=[CH:8][CH:7]=[CH:6][CH:5]=1.C=O.[BH3-][C:38]#N.[Na+].C([O-])(O)=O.[Na+], predict the reaction product. The product is: [CH2:3]([N:10]([CH2:30][CH2:31][N:32]([CH3:34])[CH3:33])[C:11]([CH2:13][N:14]([C:21]1[CH:29]=[CH:28][CH:27]=[C:26]2[C:22]=1[CH2:23][N:24]([CH3:38])[CH2:25]2)[C:15](=[O:20])[C:16]([F:17])([F:18])[F:19])=[O:12])[C:4]1[CH:9]=[CH:8][CH:7]=[CH:6][CH:5]=1. (3) Given the reactants [CH2:1]([O:6][C:7]1[CH:8]=[CH:9][C:10]([O:13][C:14]2[CH:19]=[CH:18][CH:17]=[C:16]([CH:20]=[C:21]3[CH2:26][CH2:25][NH:24][CH2:23][CH2:22]3)[CH:15]=2)=[N:11][CH:12]=1)[CH2:2][CH2:3][C:4]#[CH:5].[N:27]1[CH:32]=[CH:31][CH:30]=[C:29]([NH:33][C:34](=O)[O:35]C2C=CC=CC=2)[N:28]=1.C(N(CC)CC)C, predict the reaction product. The product is: [CH2:1]([O:6][C:7]1[CH:8]=[CH:9][C:10]([O:13][C:14]2[CH:15]=[C:16]([CH:17]=[CH:18][CH:19]=2)[CH:20]=[C:21]2[CH2:26][CH2:25][N:24]([C:34]([NH:33][C:29]3[N:28]=[N:27][CH:32]=[CH:31][CH:30]=3)=[O:35])[CH2:23][CH2:22]2)=[N:11][CH:12]=1)[CH2:2][CH2:3][C:4]#[CH:5]. (4) The product is: [S:3]1[CH:4]=[CH:5][N:6]=[C:2]1[C:12]1[N:16]2[CH:17]=[CH:18][C:19]([C:21]([F:22])([F:23])[F:24])=[N:20][C:15]2=[N:14][CH:13]=1. Given the reactants Br[C:2]1[S:3][CH:4]=[CH:5][N:6]=1.C([Sn](CCCC)(CCCC)[C:12]1[N:16]2[CH:17]=[CH:18][C:19]([C:21]([F:24])([F:23])[F:22])=[N:20][C:15]2=[N:14][CH:13]=1)CCC, predict the reaction product. (5) Given the reactants [OH:1][C:2]1[CH:7]=[CH:6][C:5]([C:8]2[CH:9]=[C:10]([C:24]([OH:26])=O)[C:11]3[C:16]([CH3:17])=[N:15][N:14]([CH:18]4[CH2:23][CH2:22][CH2:21][CH2:20][O:19]4)[C:12]=3[N:13]=2)=[CH:4][CH:3]=1.CCN(C(C)C)C(C)C.[CH2:36]([N:43]1[CH2:48][CH2:47][C:46]([NH2:50])([CH3:49])[CH2:45][CH2:44]1)[C:37]1[CH:42]=[CH:41][CH:40]=[CH:39][CH:38]=1.O, predict the reaction product. The product is: [CH2:36]([N:43]1[CH2:48][CH2:47][C:46]([NH:50][C:24]([C:10]2[C:11]3[C:16]([CH3:17])=[N:15][N:14]([CH:18]4[CH2:23][CH2:22][CH2:21][CH2:20][O:19]4)[C:12]=3[N:13]=[C:8]([C:5]3[CH:6]=[CH:7][C:2]([OH:1])=[CH:3][CH:4]=3)[CH:9]=2)=[O:26])([CH3:49])[CH2:45][CH2:44]1)[C:37]1[CH:38]=[CH:39][CH:40]=[CH:41][CH:42]=1. (6) Given the reactants [Cl:1][C:2]1[N:7]=[C:6](Cl)[CH:5]=[CH:4][N:3]=1.C(N(C(C)C)C(C)C)C.[CH3:18][CH:19]([O:21][C:22]1[CH:23]=[C:24]([CH2:28][CH2:29][C:30]2[NH:34][N:33]=[C:32]([NH2:35])[CH:31]=2)[CH:25]=[CH:26][CH:27]=1)[CH3:20].O, predict the reaction product. The product is: [Cl:1][C:2]1[N:7]=[C:6]([NH:35][C:32]2[CH:31]=[C:30]([CH2:29][CH2:28][C:24]3[CH:25]=[CH:26][CH:27]=[C:22]([O:21][CH:19]([CH3:20])[CH3:18])[CH:23]=3)[NH:34][N:33]=2)[CH:5]=[CH:4][N:3]=1. (7) Given the reactants Br[C:2]1[CH:10]=[CH:9][C:5]([C:6]([OH:8])=[O:7])=[C:4]([CH3:11])[CH:3]=1.CC1(C)C(C)(C)OB([C:20]2[CH2:21][CH2:22][N:23]([C:26]([O:28][C:29]([CH3:32])([CH3:31])[CH3:30])=[O:27])[CH2:24][CH:25]=2)O1.C(=O)([O-])[O-].[Na+].[Na+].O1CCOCC1.Cl, predict the reaction product. The product is: [C:29]([O:28][C:26]([N:23]1[CH2:22][CH:21]=[C:20]([C:2]2[CH:10]=[CH:9][C:5]([C:6]([OH:8])=[O:7])=[C:4]([CH3:11])[CH:3]=2)[CH2:25][CH2:24]1)=[O:27])([CH3:32])([CH3:30])[CH3:31]. (8) Given the reactants [CH2:1]1[O:24][C:23]2[CH:22]=[CH:21][C:5]([CH2:6][CH:7]3[C:16]4[C:11](=[CH:12][C:13]([O:19][CH3:20])=[C:14]([O:17][CH3:18])[CH:15]=4)[CH2:10][CH2:9][NH:8]3)=[CH:4][C:3]=2[O:2]1.Br[CH2:26][C:27](Br)=[O:28].[CH2:30]([O:32][C:33]1[CH:40]=[CH:39][CH:38]=[CH:37][C:34]=1[CH2:35][NH2:36])[CH3:31], predict the reaction product. The product is: [CH2:1]1[O:24][C:23]2[CH:22]=[CH:21][C:5]([CH2:6][CH:7]3[C:16]4[C:11](=[CH:12][C:13]([O:19][CH3:20])=[C:14]([O:17][CH3:18])[CH:15]=4)[CH2:10][CH2:9][N:8]3[CH2:26][C:27]([NH:36][CH2:35][C:34]3[CH:37]=[CH:38][CH:39]=[CH:40][C:33]=3[O:32][CH2:30][CH3:31])=[O:28])=[CH:4][C:3]=2[O:2]1. (9) Given the reactants [F:1][C:2]1[CH:3]=[C:4]([CH2:9][C:10]([NH:12][C@H:13]([C:15]([OH:17])=O)[CH3:14])=[O:11])[CH:5]=[C:6]([F:8])[CH:7]=1.Br.[NH2:19][CH:20]1[CH2:25][CH2:24][O:23][C:21]1=[O:22], predict the reaction product. The product is: [F:8][C:6]1[CH:5]=[C:4]([CH2:9][C:10]([NH:12][C@H:13]([C:15]([CH:25]2[CH2:24][O:23][C:21](=[O:22])[CH:20]2[NH2:19])=[O:17])[CH3:14])=[O:11])[CH:3]=[C:2]([F:1])[CH:7]=1. (10) Given the reactants [CH3:1][O:2][C:3]([C:5]1[N:6]([CH2:13][C:14]2[CH:19]=[C:18]([F:20])[C:17]([F:21])=[C:16]([F:22])[CH:15]=2)[N:7]=[C:8]([N+:10]([O-])=O)[CH:9]=1)=[O:4], predict the reaction product. The product is: [CH3:1][O:2][C:3]([C:5]1[N:6]([CH2:13][C:14]2[CH:19]=[C:18]([F:20])[C:17]([F:21])=[C:16]([F:22])[CH:15]=2)[N:7]=[C:8]([NH2:10])[CH:9]=1)=[O:4].